From a dataset of Retrosynthesis with 50K atom-mapped reactions and 10 reaction types from USPTO. Predict the reactants needed to synthesize the given product. (1) Given the product CC(C)(CO)CCCN1CC2CNCCN2C1=O, predict the reactants needed to synthesize it. The reactants are: CC(C)(CO)CCCN1CC2CN(C(=O)OC(C)(C)C)CCN2C1=O. (2) Given the product CCn1cc(-n2c(C)c(Sc3cccc(C(=O)OC)c3)c3ccc(C#N)cc32)cn1, predict the reactants needed to synthesize it. The reactants are: CCn1cc(Br)cn1.COC(=O)c1cccc(Sc2c(C)[nH]c3cc(C#N)ccc23)c1.